Dataset: Full USPTO retrosynthesis dataset with 1.9M reactions from patents (1976-2016). Task: Predict the reactants needed to synthesize the given product. Given the product [C:21]([O:8][C:5]1[CH:6]=[CH:7][C:2]([Br:1])=[CH:3][C:4]=1[C:9]1[N:10]=[CH:11][NH:12][CH:13]=1)(=[O:26])[C:22]([CH3:25])([CH3:24])[CH3:23], predict the reactants needed to synthesize it. The reactants are: [Br:1][C:2]1[CH:7]=[CH:6][C:5]([OH:8])=[C:4]([C:9]2[N:10]=[CH:11][NH:12][CH:13]=2)[CH:3]=1.C(N(CC)CC)C.[C:21](Cl)(=[O:26])[C:22]([CH3:25])([CH3:24])[CH3:23].O.